From a dataset of Forward reaction prediction with 1.9M reactions from USPTO patents (1976-2016). Predict the product of the given reaction. Given the reactants [CH3:1][C:2]1[C:11]([C:12]([O:14][CH2:15][CH3:16])=[O:13])=[C:5]2[NH:6][C:7](=O)[CH:8]=[CH:9][N:4]2[N:3]=1.P(Cl)(Cl)([Cl:19])=O, predict the reaction product. The product is: [CH3:1][C:2]1[C:11]([C:12]([O:14][CH2:15][CH3:16])=[O:13])=[C:5]2[N:6]=[C:7]([Cl:19])[CH:8]=[CH:9][N:4]2[N:3]=1.